This data is from Catalyst prediction with 721,799 reactions and 888 catalyst types from USPTO. The task is: Predict which catalyst facilitates the given reaction. (1) Reactant: Cl[C:2]1[C:3]2[C:10]([C:11]3[CH:16]=[CH:15][C:14]([O:17][CH2:18][CH2:19][N:20]4[CH2:25][CH2:24][N:23]([CH3:26])[CH2:22][CH2:21]4)=[C:13]([Cl:27])[C:12]=3[CH3:28])=[C:9]([C:29]3[CH:34]=[CH:33][C:32]([F:35])=[C:31]([CH2:36][O:37][CH3:38])[CH:30]=3)[S:8][C:4]=2[N:5]=[CH:6][N:7]=1.[OH:39][C@H:40]([CH2:46][C:47]1[CH:52]=[CH:51][CH:50]=[CH:49][C:48]=1[O:53][CH:54]1[CH2:59][CH2:58][CH2:57][CH2:56][O:55]1)[C:41]([O:43][CH2:44][CH3:45])=[O:42].C([O-])([O-])=O.[Cs+].[Cs+].Cl. Product: [Cl:27][C:13]1[C:12]([CH3:28])=[C:11]([C:10]2[C:3]3[C:2]([O:39][C@H:40]([CH2:46][C:47]4[CH:52]=[CH:51][CH:50]=[CH:49][C:48]=4[O:53][CH:54]4[CH2:59][CH2:58][CH2:57][CH2:56][O:55]4)[C:41]([O:43][CH2:44][CH3:45])=[O:42])=[N:7][CH:6]=[N:5][C:4]=3[S:8][C:9]=2[C:29]2[CH:34]=[CH:33][C:32]([F:35])=[C:31]([CH2:36][O:37][CH3:38])[CH:30]=2)[CH:16]=[CH:15][C:14]=1[O:17][CH2:18][CH2:19][N:20]1[CH2:25][CH2:24][N:23]([CH3:26])[CH2:22][CH2:21]1. The catalyst class is: 878. (2) Reactant: C([O:5][C:6]([CH:8]1[CH2:12][CH2:11][CH2:10][N:9]1[C:13](=[O:30])[CH:14]([NH:19][C:20](=[O:29])[C:21]1[CH:26]=[CH:25][C:24]([NH2:27])=[C:23]([Cl:28])[CH:22]=1)[C:15]([CH3:18])([CH3:17])[CH3:16])=[O:7])(C)(C)C.C(O)(C(F)(F)F)=O.C([O-])(O)=O.[Na+]. Product: [NH2:27][C:24]1[CH:25]=[CH:26][C:21]([C:20]([NH:19][CH:14]([C:15]([CH3:16])([CH3:17])[CH3:18])[C:13]([N:9]2[CH2:10][CH2:11][CH2:12][CH:8]2[C:6]([OH:7])=[O:5])=[O:30])=[O:29])=[CH:22][C:23]=1[Cl:28]. The catalyst class is: 2. (3) Reactant: [CH3:1][N:2]1[CH:6]=[C:5]([N:7]2[C:12](=[O:13])[CH2:11][O:10][C:9]3[N:14]=[C:15]([C:24]4[CH:29]=[CH:28][C:27]([C:30]5([NH:34]C(=O)OC(C)(C)C)[CH2:33][CH2:32][CH2:31]5)=[CH:26][CH:25]=4)[C:16]([C:18]4[CH:23]=[CH:22][CH:21]=[CH:20][CH:19]=4)=[CH:17][C:8]2=3)[CH:4]=[N:3]1. Product: [NH2:34][C:30]1([C:27]2[CH:28]=[CH:29][C:24]([C:15]3[C:16]([C:18]4[CH:19]=[CH:20][CH:21]=[CH:22][CH:23]=4)=[CH:17][C:8]4[N:7]([C:5]5[CH:4]=[N:3][N:2]([CH3:1])[CH:6]=5)[C:12](=[O:13])[CH2:11][O:10][C:9]=4[N:14]=3)=[CH:25][CH:26]=2)[CH2:31][CH2:32][CH2:33]1. The catalyst class is: 67. (4) Reactant: FC(F)(F)C([O-])=O.[F:8][C:9]1[CH:10]=[C:11]([CH2:16][C@H:17]([NH3+:51])[C:18](=[O:50])[NH:19][C@H:20]2[CH2:41][O:40][C:39](=[O:42])[C@H:38]3[N:34]([CH2:35][CH2:36][CH2:37]3)[C:33](=[O:43])[C@H:32]([CH3:44])[NH:31][C:30](=[O:45])[C@H:29]([CH3:46])[N:28]([CH3:47])[C:27](=[O:48])[C@H:26]3[N:22]([CH2:23][CH2:24][CH2:25]3)[C:21]2=[O:49])[CH:12]=[C:13]([F:15])[CH:14]=1.[C:52](O)(=[O:59])/[CH:53]=[CH:54]/[CH2:55][CH2:56][CH2:57][CH3:58].CN(C(ON1N=NC2C=CC=NC1=2)=[N+](C)C)C.F[P-](F)(F)(F)(F)F.C(N(C(C)C)C(C)C)C. Product: [F:8][C:9]1[CH:10]=[C:11]([CH2:16][C@H:17]([NH:51][C:52](=[O:59])/[CH:53]=[CH:54]/[CH2:55][CH2:56][CH2:57][CH3:58])[C:18](=[O:50])[NH:19][C@H:20]2[CH2:41][O:40][C:39](=[O:42])[C@H:38]3[N:34]([CH2:35][CH2:36][CH2:37]3)[C:33](=[O:43])[C@H:32]([CH3:44])[NH:31][C:30](=[O:45])[C@H:29]([CH3:46])[N:28]([CH3:47])[C:27](=[O:48])[C@H:26]3[N:22]([CH2:23][CH2:24][CH2:25]3)[C:21]2=[O:49])[CH:12]=[C:13]([F:15])[CH:14]=1. The catalyst class is: 4. (5) Reactant: [Cl:1][C:2]1[CH:3]=[C:4]([NH:17][C:18]2[C:27]3[C:22](=[CH:23][C:24]([O:29][CH2:30][CH3:31])=[C:25]([NH2:28])[CH:26]=3)[N:21]=[CH:20][N:19]=2)[CH:5]=[CH:6][C:7]=1[O:8][CH2:9][C:10]1[CH:15]=[CH:14][CH:13]=[C:12]([F:16])[CH:11]=1.[Br:32][CH2:33]/[CH:34]=[CH:35]/[C:36](Cl)=[O:37]. Product: [Br:32][CH2:33]/[CH:34]=[CH:35]/[C:36]([NH:28][C:25]1[CH:26]=[C:27]2[C:22](=[CH:23][C:24]=1[O:29][CH2:30][CH3:31])[N:21]=[CH:20][N:19]=[C:18]2[NH:17][C:4]1[CH:5]=[CH:6][C:7]([O:8][CH2:9][C:10]2[CH:15]=[CH:14][CH:13]=[C:12]([F:16])[CH:11]=2)=[C:2]([Cl:1])[CH:3]=1)=[O:37]. The catalyst class is: 1.